This data is from TCR-epitope binding with 47,182 pairs between 192 epitopes and 23,139 TCRs. The task is: Binary Classification. Given a T-cell receptor sequence (or CDR3 region) and an epitope sequence, predict whether binding occurs between them. (1) The epitope is PROT_97E67BCC. The TCR CDR3 sequence is CASSALAARTDTQYF. Result: 1 (the TCR binds to the epitope). (2) The epitope is AVFDRKSDAK. The TCR CDR3 sequence is CATLVDLNTGELFF. Result: 0 (the TCR does not bind to the epitope). (3) The epitope is RAKFKQLL. The TCR CDR3 sequence is CASGTGESGYTF. Result: 1 (the TCR binds to the epitope). (4) The epitope is KAFSPEVIPMF. The TCR CDR3 sequence is CATTGQDYGYTF. Result: 1 (the TCR binds to the epitope).